From a dataset of Forward reaction prediction with 1.9M reactions from USPTO patents (1976-2016). Predict the product of the given reaction. (1) Given the reactants C1CCN2C(=NCCC2)CC1.[CH3:12][O:13][C:14](=[O:33])[CH:15]([NH:22]C(OCC1C=CC=CC=1)=O)P(OC)(OC)=O.[Cl:34][C:35]1[CH:36]=[C:37]([CH:43]=O)[C:38](=[CH:41][CH:42]=1)[CH:39]=O.C(OC(C(F)(F)F)=O)(C(F)(F)F)=O, predict the reaction product. The product is: [Cl:34][C:35]1[CH:36]=[C:37]2[C:38](=[CH:41][CH:42]=1)[CH:39]=[N:22][C:15]([C:14]([O:13][CH3:12])=[O:33])=[CH:43]2. (2) Given the reactants [Br:1][C:2]1[CH:7]=[CH:6][C:5]([N+:8]([O-:10])=[O:9])=[C:4](F)[CH:3]=1.Cl.[NH2:13][CH2:14][CH2:15][C:16]([O:18][CH3:19])=[O:17].C([O-])([O-])=O.[K+].[K+], predict the reaction product. The product is: [Br:1][C:2]1[CH:7]=[CH:6][C:5]([N+:8]([O-:10])=[O:9])=[C:4]([NH:13][CH2:14][CH2:15][C:16]([O:18][CH3:19])=[O:17])[CH:3]=1. (3) The product is: [CH3:91][C:92]([N:94]1[CH2:99][CH2:98][N:97]([C:100]2[CH:101]=[CH:102][C:103]([O:106][CH2:107][C@H:108]3[O:112][C@@:111]([C:119]4[CH:120]=[CH:121][C:122]([Cl:126])=[CH:123][C:124]=4[Cl:125])([CH2:113][N:114]4[CH:118]=[N:117][CH:116]=[CH:115]4)[O:110][CH2:109]3)=[CH:104][CH:105]=2)[CH2:96][CH2:95]1)=[O:93].[CH:77]1[CH:78]=[CH:79][C:80]([C:81]([OH:83])=[O:82])=[C:75]([C:66]2[C:67]3[CH:68]=[CH:69][C:70]([OH:71])=[CH:72][C:73]=3[O:74][C:62]3[C:63]=2[CH:64]=[CH:65][C:60]([CH:61]=3)=[O:59])[CH:76]=1. Given the reactants [Mg+2].[Cl-].[Cl-].C1C=[N+]([C@@H]2O[C@H](COP(OP(OC[C@H]3O[C@@H](N4C5N=CN=C(N)C=5N=C4)[C@H](OP(O)(O)=O)[C@@H]3O)(O)=O)(O)=O)[C@@H](O)[C@H]2O)C=C(C(N)=O)C=1.C1C=CC(C[O:59][C:60]2[CH:65]=[CH:64][C:63]3[C:66]([C:75]4[C:80]([C:81]([O:83]CC5C=CC=CC=5)=[O:82])=[CH:79][CH:78]=[CH:77][CH:76]=4)=[C:67]4[C:73]([O:74][C:62]=3[CH:61]=2)=[CH:72][C:70](=[O:71])[CH:69]=[CH:68]4)=CC=1.[CH3:91][C:92]([N:94]1[CH2:99][CH2:98][N:97]([C:100]2[CH:101]=[CH:102][C:103]([O:106][CH2:107][C@H:108]3[O:112][C@@:111]([C:119]4[CH:120]=[CH:121][C:122]([Cl:126])=[CH:123][C:124]=4[Cl:125])([CH2:113][N:114]4[CH:118]=[N:117][CH:116]=[CH:115]4)[O:110][CH2:109]3)=[CH:104][CH:105]=2)[CH2:96][CH2:95]1)=[O:93], predict the reaction product. (4) The product is: [CH2:1]([O:8][C:9]1[N:14]=[C:13]([NH:26][NH:25][C:21]2[CH:22]=[CH:23][CH:24]=[C:19]([C:18]([F:17])([F:28])[F:27])[CH:20]=2)[C:12]([F:16])=[CH:11][N:10]=1)[C:2]1[CH:7]=[CH:6][CH:5]=[CH:4][CH:3]=1. Given the reactants [CH2:1]([O:8][C:9]1[N:14]=[C:13](Cl)[C:12]([F:16])=[CH:11][N:10]=1)[C:2]1[CH:7]=[CH:6][CH:5]=[CH:4][CH:3]=1.[F:17][C:18]([F:28])([F:27])[C:19]1[CH:20]=[C:21]([NH:25][NH2:26])[CH:22]=[CH:23][CH:24]=1.C(O)C.C(N(CC)CC)C, predict the reaction product. (5) Given the reactants [Cl:1][C:2]1[CH:3]=[CH:4][C:5]([OH:25])=[C:6]([CH:24]=1)[C:7]([NH:9][CH2:10][C:11]1[CH:23]=[CH:22][C:14]([C:15]([O:17][C:18]([CH3:21])([CH3:20])[CH3:19])=[O:16])=[CH:13][CH:12]=1)=[O:8].[CH3:26][C:27]1[CH:32]=[CH:31][CH:30]=[CH:29][C:28]=1[CH2:33][CH2:34]O.C1(P(C2C=CC=CC=2)C2C=CC=CC=2)C=CC=CC=1.N(C(OC(C)(C)C)=O)=NC(OC(C)(C)C)=O, predict the reaction product. The product is: [Cl:1][C:2]1[CH:3]=[CH:4][C:5]([O:25][CH2:34][CH2:33][C:28]2[CH:29]=[CH:30][CH:31]=[CH:32][C:27]=2[CH3:26])=[C:6]([CH:24]=1)[C:7]([NH:9][CH2:10][C:11]1[CH:23]=[CH:22][C:14]([C:15]([O:17][C:18]([CH3:19])([CH3:20])[CH3:21])=[O:16])=[CH:13][CH:12]=1)=[O:8]. (6) Given the reactants [NH3:1].CS([C:6]1[N:11]=[C:10]([O:12][C:13]2[CH:18]=[CH:17][C:16]([F:19])=[C:15]([F:20])[CH:14]=2)[C:9]([C:21]2[CH:26]=[CH:25][C:24]([Cl:27])=[CH:23][CH:22]=2)=[C:8]([C:28]2[CH:33]=[CH:32][C:31]([Cl:34])=[CH:30][C:29]=2[Cl:35])[N:7]=1)(=O)=O, predict the reaction product. The product is: [NH2:1][C:6]1[N:11]=[C:10]([O:12][C:13]2[CH:18]=[CH:17][C:16]([F:19])=[C:15]([F:20])[CH:14]=2)[C:9]([C:21]2[CH:26]=[CH:25][C:24]([Cl:27])=[CH:23][CH:22]=2)=[C:8]([C:28]2[CH:33]=[CH:32][C:31]([Cl:34])=[CH:30][C:29]=2[Cl:35])[N:7]=1. (7) Given the reactants N[C@@](C1C=CC2C(=CC=C(O[C@H]3CC[C@H](C(C)(C)C)CC3)C=2C2C=CC(OC(F)(F)F)=CC=2)C=1)(C)CO.[C:38]([C@H:42]1[CH2:47][CH2:46][C@H:45]([O:48][C:49]2[C:50]([C:66]3[CH:71]=[CH:70][C:69]([O:72][CH2:73][CH3:74])=[CH:68][CH:67]=3)=[C:51]3[C:56](=[CH:57][CH:58]=2)[CH:55]=[C:54]([C@:59]2([CH3:65])[CH2:63][O:62]C(=O)[NH:60]2)[CH:53]=[CH:52]3)[CH2:44][CH2:43]1)([CH3:41])([CH3:40])[CH3:39], predict the reaction product. The product is: [NH2:60][C@@:59]([C:54]1[CH:53]=[CH:52][C:51]2[C:56](=[CH:57][CH:58]=[C:49]([O:48][C@H:45]3[CH2:46][CH2:47][C@H:42]([C:38]([CH3:39])([CH3:41])[CH3:40])[CH2:43][CH2:44]3)[C:50]=2[C:66]2[CH:71]=[CH:70][C:69]([O:72][CH2:73][CH3:74])=[CH:68][CH:67]=2)[CH:55]=1)([CH3:65])[CH2:63][OH:62].